The task is: Predict the reactants needed to synthesize the given product.. This data is from Full USPTO retrosynthesis dataset with 1.9M reactions from patents (1976-2016). (1) Given the product [CH3:17][O:16][CH2:15][C@:11]([CH3:14])([CH:12]=[CH2:13])[C:10]([OH:18])=[O:25], predict the reactants needed to synthesize it. The reactants are: C([C@H]1COC(=O)N1[C:10](=[O:18])[C@:11]([CH2:15][O:16][CH3:17])([CH3:14])[CH:12]=[CH2:13])(C)C.OO.O.[OH-].[Li+].S(S([O-])=O)([O-])(=O)=[O:25].[Na+].[Na+].Cl. (2) Given the product [N+:1]([C:4]1[CH:9]=[CH:8][C:7]([O:10][C:23]2[C:24]3[CH:31]=[CH:30][S:29][C:25]=3[N:26]=[CH:27][N:28]=2)=[CH:6][CH:5]=1)([O-:3])=[O:2], predict the reactants needed to synthesize it. The reactants are: [N+:1]([C:4]1[CH:9]=[CH:8][C:7]([OH:10])=[CH:6][CH:5]=1)([O-:3])=[O:2].C(=O)([O-])[O-].[K+].[K+].CN(C)C=O.Cl[C:23]1[C:24]2[CH:31]=[CH:30][S:29][C:25]=2[N:26]=[CH:27][N:28]=1.